This data is from Full USPTO retrosynthesis dataset with 1.9M reactions from patents (1976-2016). The task is: Predict the reactants needed to synthesize the given product. (1) Given the product [NH2:49][C:50]1[C:65]([CH2:66][C:67]2[CH:72]=[CH:71][CH:70]=[C:69]([C:73]([F:76])([F:75])[F:74])[C:68]=2[CH3:77])=[C:53]2[N:54]=[C:55]([N:59]3[CH2:64][CH2:63][O:62][CH2:61][CH2:60]3)[CH:56]=[C:57]([OH:58])[N:52]2[N:51]=1, predict the reactants needed to synthesize it. The reactants are: ClC1C=C(Cl)N2N=C(N3C(=O)C4C(=CC=CC=4)C3=O)C(CC3C=CC=C(C(F)(F)F)C=3C)=C2N=1.[OH-].[Na+].C(O)(=O)C.N1CCOCC1.NN.[NH2:49][C:50]1[C:65]([CH2:66][C:67]2[CH:72]=[CH:71][CH:70]=[C:69]([C:73]([F:76])([F:75])[F:74])[C:68]=2[CH3:77])=[C:53]2[NH:54][C:55]([N:59]3[CH2:64][CH2:63][O:62][CH2:61][CH2:60]3)=[CH:56][C:57](=[O:58])[N:52]2[N:51]=1.C1(=O)OC(=O)C2=CC=CC=C12. (2) Given the product [OH:1][C:2]1[CH:3]=[CH:4][C:5]([C:8]([CH3:14])([CH3:13])[C:9]([O:11][CH3:12])=[O:10])=[CH:6][C:7]=1[CH:21]=[O:22], predict the reactants needed to synthesize it. The reactants are: [OH:1][C:2]1[CH:7]=[CH:6][C:5]([C:8]([CH3:14])([CH3:13])[C:9]([O:11][CH3:12])=[O:10])=[CH:4][CH:3]=1.C(#N)C.[Cl-].[Mg+2].[Cl-].[CH2:21]=[O:22].